Dataset: Catalyst prediction with 721,799 reactions and 888 catalyst types from USPTO. Task: Predict which catalyst facilitates the given reaction. (1) Reactant: [Cl:1][C:2]1[CH:7]=[C:6]([C:8]([N:10]2[C:23]3[C:18](=[CH:19][C:20]([Cl:24])=[CH:21][CH:22]=3)[C:12]3([CH2:17][CH2:16][NH:15][CH2:14][CH2:13]3)[CH2:11]2)=[O:9])[CH:5]=[CH:4][N:3]=1.C(N=P1(N(CC)CC)N(C)CCCN1C)(C)(C)C.Br[CH2:44]/[CH:45]=[CH:46]/[C:47]1[CH:52]=[CH:51][CH:50]=[C:49]([Cl:53])[C:48]=1[Cl:54].[I-].[K+]. Product: [Cl:24][C:20]1[CH:19]=[C:18]2[C:12]3([CH2:13][CH2:14][N:15]([CH2:44]/[CH:45]=[CH:46]/[C:47]4[CH:52]=[CH:51][CH:50]=[C:49]([Cl:53])[C:48]=4[Cl:54])[CH2:16][CH2:17]3)[CH2:11][N:10]([C:8]([C:6]3[CH:5]=[CH:4][N:3]=[C:2]([Cl:1])[CH:7]=3)=[O:9])[C:23]2=[CH:22][CH:21]=1. The catalyst class is: 9. (2) Reactant: [Cl:1][C:2]1[CH:7]=[CH:6][N:5]=[C:4]([CH2:8][C:9]([C:11]2[CH:16]=[CH:15][C:14]([O:17][CH3:18])=[CH:13][CH:12]=2)=O)[CH:3]=1.Cl.[NH2:20][OH:21].[OH-].[Na+]. Product: [Cl:1][C:2]1[CH:7]=[CH:6][N:5]=[C:4]([CH2:8][C:9]([C:11]2[CH:16]=[CH:15][C:14]([O:17][CH3:18])=[CH:13][CH:12]=2)=[N:20][OH:21])[CH:3]=1. The catalyst class is: 5. (3) Reactant: [CH:1]1([CH2:5][CH:6]=[N:7][CH2:8][C:9]2[CH:14]=[CH:13][CH:12]=[CH:11][CH:10]=2)[CH2:4][CH2:3][CH2:2]1.[Mg+2].[Br-].[Br-].C[Si](C)(C)[O:20][C:21]([O:29][CH2:30][CH3:31])=[C:22]([O:26][CH2:27][CH3:28])[O:23][CH2:24][CH3:25].C1CCCCC1.C(OCC)(=O)C. Product: [CH2:8]([NH:7][CH:6]([CH2:5][CH:1]1[CH2:4][CH2:3][CH2:2]1)[C:22]([O:26][CH2:27][CH3:28])([O:23][CH2:24][CH3:25])[C:21]([O:29][CH2:30][CH3:31])=[O:20])[C:9]1[CH:10]=[CH:11][CH:12]=[CH:13][CH:14]=1. The catalyst class is: 11. (4) Reactant: [Cl:1][C:2]1[CH:7]=[CH:6][CH:5]=[CH:4][C:3]=1[C:8]1[O:9][C:10]([CH:32]([CH3:34])[CH3:33])=[C:11]([CH2:13][CH2:14][CH:15]([C:17]2[CH:22]=[CH:21][C:20]([O:23][C:24]([CH3:31])([CH3:30])[C:25]([O:27]CC)=[O:26])=[CH:19][CH:18]=2)O)[N:12]=1.O.[OH-].[Li+].Cl. Product: [Cl:1][C:2]1[CH:7]=[CH:6][CH:5]=[CH:4][C:3]=1[C:8]1[O:9][C:10]([CH:32]([CH3:34])[CH3:33])=[C:11]([CH2:13][CH:14]=[CH:15][C:17]2[CH:18]=[CH:19][C:20]([O:23][C:24]([CH3:30])([CH3:31])[C:25]([OH:27])=[O:26])=[CH:21][CH:22]=2)[N:12]=1. The catalyst class is: 40. (5) Product: [C:1]([O:5][C:6](=[O:22])[NH:7][C@H:8]([C:19]1[N:43]([C:44]2[CH:49]=[CH:48][CH:47]=[CH:46][N:45]=2)[C:38]2[CH:37]=[C:36]([F:35])[CH:41]=[CH:40][C:39]=2[N:20]=1)[CH2:9][CH2:10][O:11][CH2:12][C:13]1[CH:18]=[CH:17][CH:16]=[CH:15][CH:14]=1)([CH3:4])([CH3:3])[CH3:2]. The catalyst class is: 2. Reactant: [C:1]([O:5][C:6](=[O:22])[NH:7][C@H:8]([C:19](=O)[NH2:20])[CH2:9][CH2:10][O:11][CH2:12][C:13]1[CH:18]=[CH:17][CH:16]=[CH:15][CH:14]=1)([CH3:4])([CH3:3])[CH3:2].F[B-](F)(F)F.C([O+](CC)CC)C.[F:35][C:36]1[CH:37]=[C:38]([NH:43][C:44]2[CH:49]=[CH:48][CH:47]=[CH:46][N:45]=2)[C:39](N)=[CH:40][CH:41]=1. (6) Reactant: [Li+].C[Si]([N-][Si](C)(C)C)(C)C.Cl[C:12]1[N:20]=[C:19]([Cl:21])[CH:18]=[CH:17][C:13]=1[C:14]([NH2:16])=[O:15].[NH2:22][C:23]1[CH:24]=[C:25]([N:29]([CH3:39])[S:30]([C:33]2[CH:38]=[CH:37][CH:36]=[CH:35][CH:34]=2)(=[O:32])=[O:31])[CH:26]=[CH:27][CH:28]=1. Product: [Cl:21][C:19]1[CH:18]=[CH:17][C:13]([C:14]([NH2:16])=[O:15])=[C:12]([NH:22][C:23]2[CH:28]=[CH:27][CH:26]=[C:25]([N:29]([CH3:39])[S:30]([C:33]3[CH:34]=[CH:35][CH:36]=[CH:37][CH:38]=3)(=[O:32])=[O:31])[CH:24]=2)[N:20]=1. The catalyst class is: 49. (7) Reactant: [Br:1][C:2]1[CH:3]=[CH:4][C:5]([O:19][CH2:20][C:21]2[O:22][C:23]([C:26]([F:29])([F:28])[F:27])=[CH:24][CH:25]=2)=[C:6]([CH:18]=1)[CH2:7][CH:8]1[CH2:11][N:10](C(=O)C(F)(F)F)[CH2:9]1.C([O-])([O-])=O.[K+].[K+]. Product: [Br:1][C:2]1[CH:3]=[CH:4][C:5]([O:19][CH2:20][C:21]2[O:22][C:23]([C:26]([F:28])([F:27])[F:29])=[CH:24][CH:25]=2)=[C:6]([CH:18]=1)[CH2:7][CH:8]1[CH2:11][NH:10][CH2:9]1. The catalyst class is: 5.